From a dataset of NCI-60 drug combinations with 297,098 pairs across 59 cell lines. Regression. Given two drug SMILES strings and cell line genomic features, predict the synergy score measuring deviation from expected non-interaction effect. (1) Drug 1: CC1CCC2CC(C(=CC=CC=CC(CC(C(=O)C(C(C(=CC(C(=O)CC(OC(=O)C3CCCCN3C(=O)C(=O)C1(O2)O)C(C)CC4CCC(C(C4)OC)OCCO)C)C)O)OC)C)C)C)OC. Drug 2: COCCOC1=C(C=C2C(=C1)C(=NC=N2)NC3=CC=CC(=C3)C#C)OCCOC.Cl. Cell line: DU-145. Synergy scores: CSS=9.50, Synergy_ZIP=0.909, Synergy_Bliss=4.51, Synergy_Loewe=3.67, Synergy_HSA=4.75. (2) Drug 1: CC12CCC(CC1=CCC3C2CCC4(C3CC=C4C5=CN=CC=C5)C)O. Drug 2: CC1=C(N=C(N=C1N)C(CC(=O)N)NCC(C(=O)N)N)C(=O)NC(C(C2=CN=CN2)OC3C(C(C(C(O3)CO)O)O)OC4C(C(C(C(O4)CO)O)OC(=O)N)O)C(=O)NC(C)C(C(C)C(=O)NC(C(C)O)C(=O)NCCC5=NC(=CS5)C6=NC(=CS6)C(=O)NCCC[S+](C)C)O. Cell line: RXF 393. Synergy scores: CSS=20.9, Synergy_ZIP=-0.779, Synergy_Bliss=2.88, Synergy_Loewe=4.48, Synergy_HSA=4.63.